This data is from Reaction yield outcomes from USPTO patents with 853,638 reactions. The task is: Predict the reaction yield, written as a fraction of the theoretical maximum amount of product (1.0 means a 100% yield; for example, 0.34 means a 34% yield). The reactants are [Br-].[CH2:2]([N+:9]1[C:18]2[C:13](=[CH:14][CH:15]=[CH:16][CH:17]=2)[C:12]([CH:19]2[CH2:22][CH2:21][CH2:20]2)=[CH:11][CH:10]=1)[C:3]1[CH:8]=[CH:7][CH:6]=[CH:5][CH:4]=1.[BH4-].[Na+]. The catalyst is CO.[Ni]. The product is [CH2:2]([N:9]1[C:18]2[C:13](=[CH:14][CH:15]=[CH:16][CH:17]=2)[CH:12]([CH:19]2[CH2:20][CH2:21][CH2:22]2)[CH2:11][CH2:10]1)[C:3]1[CH:4]=[CH:5][CH:6]=[CH:7][CH:8]=1. The yield is 0.496.